Dataset: Peptide-MHC class II binding affinity with 134,281 pairs from IEDB. Task: Regression. Given a peptide amino acid sequence and an MHC pseudo amino acid sequence, predict their binding affinity value. This is MHC class II binding data. (1) The peptide sequence is KPIFHFVGTSTFSEY. The MHC is DRB5_0101 with pseudo-sequence DRB5_0101. The binding affinity (normalized) is 0.555. (2) The peptide sequence is GELYIVDKIDAAFKI. The MHC is DRB4_0101 with pseudo-sequence DRB4_0103. The binding affinity (normalized) is 0.659. (3) The peptide sequence is FFDLPLPWTSGATTE. The MHC is DRB1_1501 with pseudo-sequence DRB1_1501. The binding affinity (normalized) is 0.193.